Task: Predict the product of the given reaction.. Dataset: Forward reaction prediction with 1.9M reactions from USPTO patents (1976-2016) (1) Given the reactants [CH3:1][O:2][C:3]1[CH:4]=[C:5]([CH:7]=[CH:8][C:9]=1[S:10]([CH2:12][CH2:13][O:14][CH2:15][CH2:16][O:17][CH2:18][CH2:19][O:20][CH3:21])=[O:11])[NH2:6].[C:22]([C:26]1[CH:27]=[C:28]([NH:39][C:40]([NH:42][C:43]2[C:52]3[C:47](=[CH:48][CH:49]=[CH:50][CH:51]=3)[C:46]([O:53][C:54]3[CH:59]=[CH:58][N:57]=[C:56](Cl)[CH:55]=3)=[CH:45][CH:44]=2)=[O:41])[C:29]([O:37][CH3:38])=[C:30]([NH:32][S:33]([CH3:36])(=[O:35])=[O:34])[CH:31]=1)([CH3:25])([CH3:24])[CH3:23].C([O-])([O-])=O.[K+].[K+].CC(C1C=C(C(C)C)C(C2C(P(C3CCCCC3)C3CCCCC3)=C(OC)C=CC=2OC)=C(C(C)C)C=1)C, predict the reaction product. The product is: [C:22]([C:26]1[CH:27]=[C:28]([NH:39][C:40]([NH:42][C:43]2[C:52]3[C:47](=[CH:48][CH:49]=[CH:50][CH:51]=3)[C:46]([O:53][C:54]3[CH:59]=[CH:58][N:57]=[C:56]([NH:6][C:5]4[CH:7]=[CH:8][C:9]([S:10]([CH2:12][CH2:13][O:14][CH2:15][CH2:16][O:17][CH2:18][CH2:19][O:20][CH3:21])=[O:11])=[C:3]([O:2][CH3:1])[CH:4]=4)[CH:55]=3)=[CH:45][CH:44]=2)=[O:41])[C:29]([O:37][CH3:38])=[C:30]([NH:32][S:33]([CH3:36])(=[O:34])=[O:35])[CH:31]=1)([CH3:25])([CH3:23])[CH3:24]. (2) Given the reactants [CH2:1]([CH:9]([CH2:56][CH2:57][CH2:58][CH2:59][CH2:60][CH2:61][CH2:62][CH2:63][CH2:64][CH3:65])[CH2:10][C:11]1[C:12]([CH2:36][CH:37]([CH2:48][CH2:49][CH2:50][CH2:51][CH2:52][CH2:53][CH2:54][CH3:55])[CH2:38][CH2:39][CH2:40][CH2:41][CH2:42][CH2:43][CH2:44][CH2:45][CH2:46][CH3:47])=[C:13]([CH2:16][CH:17]([CH2:28][CH2:29][CH2:30][CH2:31][CH2:32][CH2:33][CH2:34][CH3:35])[CH2:18][CH2:19][CH2:20][CH2:21][CH2:22][CH2:23][CH2:24][CH2:25][CH2:26][CH3:27])[CH2:14][CH:15]=1)[CH2:2][CH2:3][CH2:4][CH2:5][CH2:6][CH2:7][CH3:8].N#N.C([Li])CCC.CCCCCC.Br[CH2:80][CH2:81][C:82]#[N:83], predict the reaction product. The product is: [CH2:1]([CH:9]([CH2:56][CH2:57][CH2:58][CH2:59][CH2:60][CH2:61][CH2:62][CH2:63][CH2:64][CH3:65])[CH2:10][C:11]1[CH:15]=[CH:14][C:13]([CH2:16][CH:17]([CH2:28][CH2:29][CH2:30][CH2:31][CH2:32][CH2:33][CH2:34][CH3:35])[CH2:18][CH2:19][CH2:20][CH2:21][CH2:22][CH2:23][CH2:24][CH2:25][CH2:26][CH3:27])([CH2:80][CH2:81][C:82]#[N:83])[C:12]=1[CH2:36][CH:37]([CH2:48][CH2:49][CH2:50][CH2:51][CH2:52][CH2:53][CH2:54][CH3:55])[CH2:38][CH2:39][CH2:40][CH2:41][CH2:42][CH2:43][CH2:44][CH2:45][CH2:46][CH3:47])[CH2:2][CH2:3][CH2:4][CH2:5][CH2:6][CH2:7][CH3:8]. (3) The product is: [C:2]([O:6][C:7]([CH2:8][NH:9][C:13]([NH:12][CH3:11])=[S:14])=[O:10])([CH3:5])([CH3:4])[CH3:3]. Given the reactants Cl.[C:2]([O:6][C:7](=[O:10])[CH2:8][NH2:9])([CH3:5])([CH3:4])[CH3:3].[CH3:11][N:12]=[C:13]=[S:14], predict the reaction product. (4) The product is: [F:1][C:2]1[CH:3]=[C:4]([CH:5]=[C:6]([F:19])[C:7]=1[O:8][C:9]1[CH:14]=[CH:13][N:12]=[C:11]([C:15]([F:16])([F:17])[F:18])[CH:10]=1)[CH2:20][O:21][C:35]1[CH:36]=[C:37]2[NH:29][C@@H:30]([CH3:40])[CH2:31][N:32]2[C:33](=[O:39])[N:34]=1. Given the reactants [F:1][C:2]1[CH:3]=[C:4]([CH2:20][OH:21])[CH:5]=[C:6]([F:19])[C:7]=1[O:8][C:9]1[CH:14]=[CH:13][N:12]=[C:11]([C:15]([F:18])([F:17])[F:16])[CH:10]=1.C(OC([N:29]1[C:37]2[N:32]([C:33](=[O:39])[N:34]=[C:35](Cl)[CH:36]=2)[CH2:31][C@@H:30]1[CH3:40])=O)(C)(C)C, predict the reaction product. (5) Given the reactants FC(F)(F)S(O[C:7]1[CH2:16][CH2:15][C:14]2[C:9](=[CH:10][CH:11]=[C:12]([C@H:17]3[CH2:26][CH2:25][C@@:19]4([NH:23][C:22](=[O:24])[O:21][CH2:20]4)[CH2:18]3)[CH:13]=2)[CH:8]=1)(=O)=O.[CH3:29][O:30][CH2:31][CH2:32][CH2:33][C:34]#[CH:35], predict the reaction product. The product is: [CH3:29][O:30][CH2:31][CH2:32][CH2:33][C:34]#[C:35][C:7]1[CH2:16][CH2:15][C:14]2[CH:13]=[C:12]([C@H:17]3[CH2:26][CH2:25][C@@:19]4([NH:23][C:22](=[O:24])[O:21][CH2:20]4)[CH2:18]3)[CH:11]=[CH:10][C:9]=2[CH:8]=1. (6) Given the reactants [OH:1][C:2]1[CH:3]=[C:4]([CH2:10][C:11]([O:13][CH3:14])=[O:12])[CH:5]=[CH:6][C:7]=1[O:8][CH3:9].Br[CH2:16][CH2:17][CH2:18][O:19][CH3:20].C([O-])([O-])=O.[K+].[K+], predict the reaction product. The product is: [CH3:9][O:8][C:7]1[CH:6]=[CH:5][C:4]([CH2:10][C:11]([O:13][CH3:14])=[O:12])=[CH:3][C:2]=1[O:1][CH2:16][CH2:17][CH2:18][O:19][CH3:20]. (7) Given the reactants [N+:1]([C:4]1[CH:9]=[CH:8][C:7]([N:10]2[CH2:15][CH2:14][NH:13][CH2:12][CH2:11]2)=[CH:6][CH:5]=1)([O-:3])=[O:2].[O:16]1[CH2:19][C:18](=O)[CH2:17]1.[BH3-]C#N.[Na+], predict the reaction product. The product is: [N+:1]([C:4]1[CH:5]=[CH:6][C:7]([N:10]2[CH2:15][CH2:14][N:13]([CH:18]3[CH2:19][O:16][CH2:17]3)[CH2:12][CH2:11]2)=[CH:8][CH:9]=1)([O-:3])=[O:2].